Dataset: Forward reaction prediction with 1.9M reactions from USPTO patents (1976-2016). Task: Predict the product of the given reaction. (1) Given the reactants [Cl:1][C:2]1[N:3]=[C:4]([NH:11][C@@H:12]2[CH2:16][CH2:15][N:14](C(OC(C)(C)C)=O)[CH2:13]2)[C:5]2[S:10][CH:9]=[CH:8][C:6]=2[N:7]=1.Cl.O1CCOCC1, predict the reaction product. The product is: [Cl:1][C:2]1[N:3]=[C:4]([NH:11][C@@H:12]2[CH2:16][CH2:15][NH:14][CH2:13]2)[C:5]2[S:10][CH:9]=[CH:8][C:6]=2[N:7]=1. (2) The product is: [C:33]([C:25]1[CH:24]=[CH:23][C:22]2[NH:21][C:20](=[O:19])[C:29]3[NH:30][CH:31]=[CH:32][C:28]=3[C:27]=2[CH:26]=1)#[CH:34].[CH2:39]([C:41]([O-:43])=[O:42])[CH3:40]. Given the reactants [F-].C([N+](CCCC)(CCCC)CCCC)CCC.[O:19]=[C:20]1[C:29]2[NH:30][CH:31]=[CH:32][C:28]=2[C:27]2[CH:26]=[C:25]([C:33]#[C:34][Si](C)(C)C)[CH:24]=[CH:23][C:22]=2[NH:21]1.[CH2:39]([C:41]([O-:43])=[O:42])[CH3:40], predict the reaction product. (3) Given the reactants [C:1]([O-:4])(=[S:3])[CH3:2].[K+].[C:6]([O:10][C:11](=[O:20])[CH:12]([CH:15]1[CH2:19][CH2:18][CH2:17][CH2:16]1)[CH2:13]Br)([CH3:9])([CH3:8])[CH3:7], predict the reaction product. The product is: [C:6]([O:10][C:11](=[O:20])[CH:12]([CH:15]1[CH2:16][CH2:17][CH2:18][CH2:19]1)[CH2:13][S:3][C:1](=[O:4])[CH3:2])([CH3:7])([CH3:8])[CH3:9]. (4) Given the reactants [C:1]([C:3]1[CH:8]=[CH:7][C:6]([C:9]2[CH:10]=[N:11][N:12]([C:15]3[CH:35]=[CH:34][C:18]([C:19]([NH:21][CH2:22][CH2:23][CH2:24][N:25](C)[C:26](=O)OC(C)(C)C)=[O:20])=[CH:17][N:16]=3)[C:13]=2[OH:14])=[CH:5][CH:4]=1)#[N:2].[ClH:36].CCOC(C)=O, predict the reaction product. The product is: [ClH:36].[C:1]([C:3]1[CH:4]=[CH:5][C:6]([C:9]2[CH:10]=[N:11][N:12]([C:15]3[CH:35]=[CH:34][C:18]([C:19]([NH:21][CH2:22][CH2:23][CH2:24][NH:25][CH3:26])=[O:20])=[CH:17][N:16]=3)[C:13]=2[OH:14])=[CH:7][CH:8]=1)#[N:2]. (5) Given the reactants [CH3:1][C:2]1[CH:19]=[CH:18][C:5]([CH2:6][CH:7]2[CH2:12][CH2:11][N:10]([C:13](=[O:17])[C:14]([OH:16])=O)[CH2:9][CH2:8]2)=[CH:4][CH:3]=1.[NH2:20][C:21]1[CH:30]=[CH:29][C:24]2[NH:25][C:26](=[O:28])[NH:27][C:23]=2[CH:22]=1, predict the reaction product. The product is: [CH3:1][C:2]1[CH:3]=[CH:4][C:5]([CH2:6][CH:7]2[CH2:8][CH2:9][N:10]([C:13](=[O:17])[C:14]([NH:20][C:21]3[CH:30]=[CH:29][C:24]4[NH:25][C:26](=[O:28])[NH:27][C:23]=4[CH:22]=3)=[O:16])[CH2:11][CH2:12]2)=[CH:18][CH:19]=1. (6) The product is: [CH2:32]([O:31][CH:30]([O:34][CH2:35][CH3:36])[CH2:29][O:11][C@H:8]([CH:9]=[CH2:10])[C@H:7]([C@@H:12]([O:14][CH2:15][C:16]1[CH:17]=[CH:18][C:19]([O:22][CH3:23])=[CH:20][CH:21]=1)[CH3:13])[CH2:6][C:5]1[CH:24]=[CH:25][C:2]([F:1])=[CH:3][CH:4]=1)[CH3:33]. Given the reactants [F:1][C:2]1[CH:25]=[CH:24][C:5]([CH2:6][C@@H:7]([C@@H:12]([O:14][CH2:15][C:16]2[CH:21]=[CH:20][C:19]([O:22][CH3:23])=[CH:18][CH:17]=2)[CH3:13])[C@H:8]([OH:11])[CH:9]=[CH2:10])=[CH:4][CH:3]=1.[H-].[Na+].Br[CH2:29][CH:30]([O:34][CH2:35][CH3:36])[O:31][CH2:32][CH3:33], predict the reaction product. (7) Given the reactants Br[C:2]1[CH:7]=[CH:6][C:5]([C:8]([F:11])([F:10])[F:9])=[CH:4][C:3]=1[F:12].CC1(C)C(C)(C)OB([C:21]2[CH:22]=[N:23][CH:24]=[C:25]([CH:30]=2)[C:26]([O:28][CH3:29])=[O:27])O1, predict the reaction product. The product is: [F:12][C:3]1[CH:4]=[C:5]([C:8]([F:11])([F:10])[F:9])[CH:6]=[CH:7][C:2]=1[C:21]1[CH:22]=[N:23][CH:24]=[C:25]([CH:30]=1)[C:26]([O:28][CH3:29])=[O:27]. (8) Given the reactants [CH3:1][O:2][C:3]1[CH:4]=[C:5]([CH:9]=[CH:10][C:11]=1[CH3:12])[C:6]([OH:8])=O.[Li]C, predict the reaction product. The product is: [CH3:1][O:2][C:3]1[CH:4]=[C:5]([CH:9]=[CH:10][C:11]=1[CH3:12])[C:6]([C:3]1[CH:4]=[CH:5][CH:9]=[CH:10][CH:11]=1)=[O:8]. (9) Given the reactants [Br:1][C:2]1[CH:30]=[C:29]([CH3:31])[C:5]([C:6]([N:8]2[CH2:13][CH2:12][CH:11]([N:14]3[CH2:18][CH2:17][CH2:16][C@H:15]3[CH2:19][O:20]C(=O)C3C=CC=CC=3)[CH2:10][CH2:9]2)=[O:7])=[C:4]([CH3:32])[CH:3]=1.[OH-].[Li+], predict the reaction product. The product is: [Br:1][C:2]1[CH:3]=[C:4]([CH3:32])[C:5]([C:6]([N:8]2[CH2:9][CH2:10][CH:11]([N:14]3[CH2:18][CH2:17][CH2:16][C@H:15]3[CH2:19][OH:20])[CH2:12][CH2:13]2)=[O:7])=[C:29]([CH3:31])[CH:30]=1. (10) The product is: [C:1]([C:3]1[CH:4]=[C:5]([C:13]2[O:15][N:49]=[C:50]([C:51]3[CH:68]=[CH:67][C:54]4[CH2:55][CH2:56][N:57]([C:60]([O:62][C:63]([CH3:64])([CH3:65])[CH3:66])=[O:61])[CH2:58][CH2:59][C:53]=4[CH:52]=3)[N:69]=2)[CH:6]=[N:7][C:8]=1[NH:9][CH:10]([CH3:11])[CH3:12])#[N:2]. Given the reactants [C:1]([C:3]1[CH:4]=[C:5]([C:13]([OH:15])=O)[CH:6]=[N:7][C:8]=1[NH:9][CH:10]([CH3:12])[CH3:11])#[N:2].C(N1CCOCC1)C.CN(C(ON1N=NC2C=CC=NC1=2)=[N+](C)C)C.F[P-](F)(F)(F)(F)F.O[NH:49][C:50](=[NH:69])[C:51]1[CH:68]=[CH:67][C:54]2[CH2:55][CH2:56][N:57]([C:60]([O:62][C:63]([CH3:66])([CH3:65])[CH3:64])=[O:61])[CH2:58][CH2:59][C:53]=2[CH:52]=1, predict the reaction product.